This data is from Forward reaction prediction with 1.9M reactions from USPTO patents (1976-2016). The task is: Predict the product of the given reaction. (1) Given the reactants [C:1]12([C:11]3[CH:21]=[CH:20][C:14]([O:15][CH2:16][C:17](O)=[O:18])=[C:13]([F:22])[CH:12]=3)[CH2:10][CH:5]3[CH2:6][CH:7]([CH2:9][CH:3]([CH2:4]3)[CH2:2]1)[CH2:8]2.[CH3:23][N:24]1[CH2:29][CH2:28][NH:27][CH2:26][CH2:25]1, predict the reaction product. The product is: [C:1]12([C:11]3[CH:21]=[CH:20][C:14]([O:15][CH2:16][C:17]([N:27]4[CH2:28][CH2:29][N:24]([CH3:23])[CH2:25][CH2:26]4)=[O:18])=[C:13]([F:22])[CH:12]=3)[CH2:8][CH:7]3[CH2:6][CH:5]([CH2:4][CH:3]([CH2:9]3)[CH2:2]1)[CH2:10]2. (2) Given the reactants [CH:1]1([N:6]([CH3:33])[S:7]([C:10]2[CH:11]=[CH:12][C:13]([N:16]3[C:20](=[O:21])[C:19]([CH:22]([C:27]4[CH:32]=[CH:31][CH:30]=[CH:29][CH:28]=4)[CH2:23][C:24]([O-:26])=O)=[CH:18][NH:17]3)=[N:14][CH:15]=2)(=[O:9])=[O:8])[CH2:5][CH2:4][CH2:3][CH2:2]1.CCN(C(C)C)C(C)C.[F:43][C:44]([F:48])([F:47])[CH2:45][NH2:46].CN(C(ON1N=NC2C=CC=CC1=2)=[N+](C)C)C.[B-](F)(F)(F)F, predict the reaction product. The product is: [CH:1]1([N:6]([CH3:33])[S:7]([C:10]2[CH:11]=[CH:12][C:13]([N:16]3[C:20](=[O:21])[C:19]([CH:22]([C:27]4[CH:28]=[CH:29][CH:30]=[CH:31][CH:32]=4)[CH2:23][C:24]([NH:46][CH2:45][C:44]([F:48])([F:47])[F:43])=[O:26])=[CH:18][NH:17]3)=[N:14][CH:15]=2)(=[O:9])=[O:8])[CH2:2][CH2:3][CH2:4][CH2:5]1. (3) Given the reactants C(OC([N:8]1[CH2:13][CH2:12][CH:11]([C:14](=[O:24])[C:15]2[CH:20]=[CH:19][C:18]([O:21][CH3:22])=[C:17]([Cl:23])[CH:16]=2)[CH2:10][CH2:9]1)=O)(C)(C)C, predict the reaction product. The product is: [Cl:23][C:17]1[CH:16]=[C:15]([C:14]([CH:11]2[CH2:10][CH2:9][NH:8][CH2:13][CH2:12]2)=[O:24])[CH:20]=[CH:19][C:18]=1[O:21][CH3:22]. (4) Given the reactants Br[C:2]1[C:7]([C:8]([F:11])([F:10])[F:9])=[CH:6][CH:5]=[CH:4][C:3]=1[F:12].[NH2:13][C:14]1[CH:19]=[CH:18][C:17](B2OC(C)(C)C(C)(C)O2)=[CH:16][C:15]=1[N+:29]([O-:31])=[O:30].C(Cl)Cl.C([O-])([O-])=O.[Na+].[Na+], predict the reaction product. The product is: [F:12][C:3]1[C:2]([C:17]2[CH:18]=[CH:19][C:14]([NH2:13])=[C:15]([N+:29]([O-:31])=[O:30])[CH:16]=2)=[C:7]([C:8]([F:11])([F:10])[F:9])[CH:6]=[CH:5][CH:4]=1. (5) Given the reactants Cl[C:2]1[N:7]=[N:6][C:5]([CH2:8][N:9]2[CH:14]=[C:13]3[N:15]=[C:16]([C:18]4[CH:23]=[CH:22][CH:21]=[C:20]([F:24])[C:19]=4[F:25])[N:17]=[C:12]3[CH:11]=[N:10]2)=[CH:4][CH:3]=1.[C:26]([C:30]1[CH:35]=[CH:34][C:33](B(O)O)=[CH:32][CH:31]=1)([CH3:29])([CH3:28])[CH3:27], predict the reaction product. The product is: [C:26]([C:30]1[CH:35]=[CH:34][C:33]([C:2]2[N:7]=[N:6][C:5]([CH2:8][N:9]3[CH:14]=[C:13]4[N:15]=[C:16]([C:18]5[CH:23]=[CH:22][CH:21]=[C:20]([F:24])[C:19]=5[F:25])[N:17]=[C:12]4[CH:11]=[N:10]3)=[CH:4][CH:3]=2)=[CH:32][CH:31]=1)([CH3:29])([CH3:28])[CH3:27]. (6) Given the reactants [Cl:1][C:2]1[CH:3]=[N:4][C:5]([NH:11][CH:12]([CH3:14])[CH3:13])=[C:6]([CH:10]=1)[C:7]([OH:9])=O.[CH3:15][C:16]([NH2:20])([C:18]#[CH:19])[CH3:17].CCN=C=NCCCN(C)C.CCN(C(C)C)C(C)C.C1C=CC2N(O)N=NC=2C=1, predict the reaction product. The product is: [Cl:1][C:2]1[CH:3]=[N:4][C:5]([NH:11][CH:12]([CH3:14])[CH3:13])=[C:6]([CH:10]=1)[C:7]([NH:20][C:16]([CH3:17])([C:18]#[CH:19])[CH3:15])=[O:9].